Dataset: Forward reaction prediction with 1.9M reactions from USPTO patents (1976-2016). Task: Predict the product of the given reaction. Given the reactants Cl.[NH2:2][C@H:3]1[CH2:8][CH2:7][C@H:6]([OH:9])[CH2:5][CH2:4]1.C([O-])([O-])=O.[K+].[K+].Cl[C:17]([O:19][CH2:20][C:21]1[CH:26]=[CH:25][CH:24]=[CH:23][CH:22]=1)=[O:18], predict the reaction product. The product is: [OH:9][CH:6]1[CH2:7][CH2:8][CH:3]([NH:2][C:17](=[O:18])[O:19][CH2:20][C:21]2[CH:26]=[CH:25][CH:24]=[CH:23][CH:22]=2)[CH2:4][CH2:5]1.